This data is from Full USPTO retrosynthesis dataset with 1.9M reactions from patents (1976-2016). The task is: Predict the reactants needed to synthesize the given product. (1) Given the product [Cl:1][C:2]1[C:10]2[N:9]=[C:8]3[N:11]([C:22]4[C:27]([Cl:28])=[CH:26][C:25]([Cl:29])=[CH:24][N:23]=4)[CH2:12][CH2:13][CH2:14][CH2:15][N:7]3[C:6]=2[C:5]([CH:16]([CH2:19][CH3:20])[CH2:17][CH3:18])=[CH:4][CH:3]=1, predict the reactants needed to synthesize it. The reactants are: [Cl:1][C:2]1[C:10]2[N:9]=[C:8]3[NH:11][CH2:12][CH2:13][CH2:14][CH2:15][N:7]3[C:6]=2[C:5]([CH:16]([CH2:19][CH3:20])[CH2:17][CH3:18])=[CH:4][CH:3]=1.Br[C:22]1[C:27]([Cl:28])=[CH:26][C:25]([Cl:29])=[CH:24][N:23]=1.N1C=CC=CC=1C1C=CC=CN=1.C(=O)([O-])[O-].[Cs+].[Cs+]. (2) Given the product [NH2:8][C@@H:5]([CH2:6][CH3:7])[CH:4]([OH:28])[C:2]([CH3:29])([CH3:3])[CH3:1], predict the reactants needed to synthesize it. The reactants are: [CH3:1][C:2]([CH3:29])([CH:4]([OH:28])[C@@H:5]([NH:8]C(C1C=CC=CC=1)(C1C=CC=CC=1)C1C=CC=CC=1)[CH2:6][CH3:7])[CH3:3].FC(F)(F)C(O)=O.